From a dataset of Full USPTO retrosynthesis dataset with 1.9M reactions from patents (1976-2016). Predict the reactants needed to synthesize the given product. (1) Given the product [CH3:15][C:14]1[CH:13]=[C:12]([CH3:16])[NH:11][C:10](=[O:17])[C:9]=1[CH2:8][NH:7][C:5](=[O:6])[C:4]1[CH:18]=[C:19]([C:27]2[CH:26]=[N:25][N:24]([CH3:23])[CH:28]=2)[CH:20]=[C:2]([C:28]2[N:24]([CH3:23])[N:25]=[CH:26][CH:27]=2)[C:3]=1[CH3:22], predict the reactants needed to synthesize it. The reactants are: Br[C:2]1[C:3]([CH3:22])=[C:4]([CH:18]=[C:19](I)[CH:20]=1)[C:5]([NH:7][CH2:8][C:9]1[C:10](=[O:17])[NH:11][C:12]([CH3:16])=[CH:13][C:14]=1[CH3:15])=[O:6].[CH3:23][N:24]1[CH:28]=[C:27](B2OC(C)(C)C(C)(C)O2)[CH:26]=[N:25]1. (2) The reactants are: Cl[C:2]1[C:7]([Cl:8])=[CH:6][C:5]([C:9]([F:12])([F:11])[F:10])=[CH:4][N:3]=1.[OH:13][C:14]([CH3:41])([CH3:40])[CH2:15][N:16]1[C:24]2[C:19](=[CH:20][C:21]([CH2:25][NH:26][S:27]([C:30]3[CH:39]=[CH:38][C:33]([C:34]([O:36][CH3:37])=[O:35])=[CH:32][CH:31]=3)(=[O:29])=[O:28])=[CH:22][CH:23]=2)[CH:18]=[N:17]1. Given the product [Cl:8][C:7]1[C:2]([N:26]([CH2:25][C:21]2[CH:20]=[C:19]3[C:24](=[CH:23][CH:22]=2)[N:16]([CH2:15][C:14]([OH:13])([CH3:40])[CH3:41])[N:17]=[CH:18]3)[S:27]([C:30]2[CH:31]=[CH:32][C:33]([C:34]([O:36][CH3:37])=[O:35])=[CH:38][CH:39]=2)(=[O:29])=[O:28])=[N:3][CH:4]=[C:5]([C:9]([F:12])([F:11])[F:10])[CH:6]=1, predict the reactants needed to synthesize it. (3) The reactants are: FC(F)(F)S(O[C:7]1[CH:8]=[C:9]2[C:13](=[CH:14][CH:15]=1)[C:12](=[O:16])[N:11]([CH2:17][CH2:18][CH2:19][C:20]1[CH:25]=[CH:24][CH:23]=[CH:22][CH:21]=1)[C:10]2([CH3:27])[CH3:26])(=O)=O.[C:30]1([C:36](=[N:43][C:44]2([C:49]([O:51][CH2:52][CH3:53])=[O:50])[CH2:48][CH:47]=[CH:46][CH2:45]2)[C:37]2[CH:42]=[CH:41][CH:40]=[CH:39][CH:38]=2)[CH:35]=[CH:34][CH:33]=[CH:32][CH:31]=1.C1(P(C2C=CC=CC=2)C2C=CC=CC=2)C=CC=CC=1.C([O-])(=O)C.[K+]. Given the product [CH3:26][C:10]1([CH3:27])[C:9]2[C:13](=[CH:14][CH:15]=[C:7]([CH:47]3[CH2:48][C:44]([N:43]=[C:36]([C:37]4[CH:42]=[CH:41][CH:40]=[CH:39][CH:38]=4)[C:30]4[CH:35]=[CH:34][CH:33]=[CH:32][CH:31]=4)([C:49]([O:51][CH2:52][CH3:53])=[O:50])[CH:45]=[CH:46]3)[CH:8]=2)[C:12](=[O:16])[N:11]1[CH2:17][CH2:18][CH2:19][C:20]1[CH:25]=[CH:24][CH:23]=[CH:22][CH:21]=1, predict the reactants needed to synthesize it. (4) Given the product [Br:23][C:24]1[CH:32]=[CH:31][C:27]([C:28]([N:9]([CH2:8][CH2:7][CH2:6][CH:1]2[CH2:5][CH2:4][CH2:3][CH2:2]2)[C:10]2[CH:11]=[CH:12][C:13]3[C:18](=[O:19])[O:17][C:16]([CH3:20])([CH3:21])[O:15][C:14]=3[CH:22]=2)=[O:29])=[CH:26][CH:25]=1, predict the reactants needed to synthesize it. The reactants are: [CH:1]1([CH2:6][CH2:7][CH2:8][NH:9][C:10]2[CH:11]=[CH:12][C:13]3[C:18](=[O:19])[O:17][C:16]([CH3:21])([CH3:20])[O:15][C:14]=3[CH:22]=2)[CH2:5][CH2:4][CH2:3][CH2:2]1.[Br:23][C:24]1[CH:32]=[CH:31][C:27]([C:28](Cl)=[O:29])=[CH:26][CH:25]=1. (5) Given the product [NH2:16][C:17]1[C:22]([N+:23]([O-:25])=[O:24])=[CH:21][C:20]([C:3]2[CH:2]=[N:1][CH:6]=[CH:5][CH:4]=2)=[CH:19][N:18]=1, predict the reactants needed to synthesize it. The reactants are: [N:1]1[CH:6]=[CH:5][CH:4]=[C:3](B(O)O)[CH:2]=1.C(=O)([O-])[O-].[Na+].[Na+].[NH2:16][C:17]1[C:22]([N+:23]([O-:25])=[O:24])=[CH:21][C:20](Br)=[CH:19][N:18]=1.O. (6) Given the product [CH2:25]([O:24][C:21]1[CH:22]=[CH:23][C:18]([NH:17][C:5]2[C:4]3[C:9](=[CH:10][C:11]([O:12][CH2:13][CH3:14])=[C:2]([NH:1][C:48](=[O:49])[CH:47]=[CH:46][CH2:45][CH2:44][CH2:43][Cl:42])[CH:3]=3)[N:8]=[CH:7][C:6]=2[C:15]#[N:16])=[CH:19][C:20]=1[Cl:32])[C:26]1[CH:27]=[CH:28][CH:29]=[CH:30][CH:31]=1, predict the reactants needed to synthesize it. The reactants are: [NH2:1][C:2]1[CH:3]=[C:4]2[C:9](=[CH:10][C:11]=1[O:12][CH2:13][CH3:14])[N:8]=[CH:7][C:6]([C:15]#[N:16])=[C:5]2[NH:17][C:18]1[CH:23]=[CH:22][C:21]([O:24][CH2:25][C:26]2[CH:31]=[CH:30][CH:29]=[CH:28][CH:27]=2)=[C:20]([Cl:32])[CH:19]=1.C(N(C(C)C)CC)(C)C.[Cl:42][CH2:43][CH2:44][CH2:45][CH:46]=[CH:47][C:48](Cl)=[O:49]. (7) Given the product [O:1]=[C:2]1[NH:7][N:6]=[CH:5][C:4]([C:8]([NH:40][C@@:41]2([C:46]([O:48][CH2:49][CH2:50][CH2:51][CH3:52])=[O:47])[CH2:45][CH2:44][O:43][CH2:42]2)=[O:10])=[CH:3]1, predict the reactants needed to synthesize it. The reactants are: [O:1]=[C:2]1[NH:7][N:6]=[CH:5][C:4]([C:8]([OH:10])=O)=[CH:3]1.CN(C(ON1N=NC2C=CC=CC1=2)=[N+](C)C)C.[B-](F)(F)(F)F.C(N(CC)CC)C.[NH2:40][C@@:41]1([C:46]([O:48][CH2:49][CH2:50][CH2:51][CH3:52])=[O:47])[CH2:45][CH2:44][O:43][CH2:42]1.